Dataset: Blood-brain barrier permeability classification from the B3DB database. Task: Regression/Classification. Given a drug SMILES string, predict its absorption, distribution, metabolism, or excretion properties. Task type varies by dataset: regression for continuous measurements (e.g., permeability, clearance, half-life) or binary classification for categorical outcomes (e.g., BBB penetration, CYP inhibition). Dataset: b3db_classification. (1) The compound is COC(F)(F)C(F)Br. The result is 1 (penetrates BBB). (2) The drug is Cc1ccc(C)c(C)c1. The result is 1 (penetrates BBB). (3) The molecule is CN(C)CCCN1c2ccccc2Sc2ccc(Cl)cc21. The result is 1 (penetrates BBB). (4) The molecule is CCN(CC)C(=O)[C@]1(c2ccccc2)C[C@H]1CN. The result is 1 (penetrates BBB). (5) The result is 1 (penetrates BBB). The molecule is OCCN1CCN(CCCC2c3ccc(F)cc3Sc3ccc(C(F)(F)F)cc32)CC1. (6) The molecule is CC(=O)C1(O)CCC2C3CC(C)C4=CC(=O)CCC4(C)C3CCC21C. The result is 0 (does not penetrate BBB). (7) The compound is NC(N)=NC(N)=NCCc1ccccc1. The result is 0 (does not penetrate BBB).